This data is from Forward reaction prediction with 1.9M reactions from USPTO patents (1976-2016). The task is: Predict the product of the given reaction. Given the reactants FC(F)(F)C1C=C([C@H]2OC(=O)N(C[C:20]3[CH:25]=[C:24]([C:26]([F:29])([F:28])[F:27])[CH:23]=[CH:22][C:21]=3[C:30]3[CH:31]=[C:32]([C:38]4[CH:43]=[CH:42][C:41]([C:44]([O:46]C)=[O:45])=[CH:40][C:39]=4C)[CH:33]=[CH:34][C:35]=3OC)[C@H]2C)C=C(C(F)(F)F)C=1.[OH-].[K+].C(O)C, predict the reaction product. The product is: [F:27][C:26]([F:28])([F:29])[C:24]1[CH:23]=[CH:22][C:21]([C:30]2[CH:31]=[C:32]([C:38]3[CH:43]=[CH:42][C:41]([C:44]([OH:46])=[O:45])=[CH:40][CH:39]=3)[CH:33]=[CH:34][CH:35]=2)=[CH:20][CH:25]=1.